Dataset: Full USPTO retrosynthesis dataset with 1.9M reactions from patents (1976-2016). Task: Predict the reactants needed to synthesize the given product. (1) Given the product [CH:4]([C:19]1[C:18]([C:16]2[NH:17][C:13]([C:11]#[N:12])=[CH:14][CH:15]=2)=[N:20][NH:21][CH:22]=1)=[O:5], predict the reactants needed to synthesize it. The reactants are: CN([CH:4]=[O:5])C.P(Cl)(Cl)(Cl)=O.[C:11]([C:13]1[NH:17][C:16]([C:18](=[N:20][NH:21][C:22](N)=O)[CH3:19])=[CH:15][CH:14]=1)#[N:12].[OH-].[Na+]. (2) Given the product [CH2:1]([O:5][C:6]1[CH:7]=[C:8]([CH:19]=[CH:20][CH:21]=1)[CH2:9][N:10]1[CH2:14][CH2:13][CH:12]([C:15]([N:17]([C:34](=[O:35])[CH2:33][O:32][C:29](=[O:31])[CH3:30])[NH2:18])=[O:16])[CH2:11]1)[CH:2]([CH3:4])[CH3:3], predict the reactants needed to synthesize it. The reactants are: [CH2:1]([O:5][C:6]1[CH:7]=[C:8]([CH:19]=[CH:20][CH:21]=1)[CH2:9][N:10]1[CH2:14][CH2:13][CH:12]([C:15]([NH:17][NH2:18])=[O:16])[CH2:11]1)[CH:2]([CH3:4])[CH3:3].CN1CCOCC1.[C:29]([O:32][CH2:33][C:34](Cl)=[O:35])(=[O:31])[CH3:30]. (3) Given the product [Br:1][C:2]1[CH:3]=[C:4]([O:12][CH3:13])[C:5]([CH3:11])=[C:6]([CH:7]=1)[NH2:8], predict the reactants needed to synthesize it. The reactants are: [Br:1][C:2]1[CH:7]=[C:6]([N+:8]([O-])=O)[C:5]([CH3:11])=[C:4]([O:12][CH3:13])[CH:3]=1.C(O)(=O)C. (4) The reactants are: [CH:1]([C:4]1[CH:5]=[C:6]([CH:9]=[CH:10][C:11]=1[O:12][CH3:13])[CH:7]=O)([CH3:3])[CH3:2].[NH:14]1[C:22]2[C:17](=[CH:18][CH:19]=[CH:20][N:21]=2)[CH2:16][C:15]1=[O:23]. Given the product [CH:1]([C:4]1[CH:5]=[C:6]([CH:9]=[CH:10][C:11]=1[O:12][CH3:13])[CH:7]=[C:16]1[C:17]2[C:22](=[N:21][CH:20]=[CH:19][CH:18]=2)[NH:14][C:15]1=[O:23])([CH3:3])[CH3:2], predict the reactants needed to synthesize it. (5) Given the product [CH:17]1([CH:2]([NH:1][CH2:39][C:27]2[C:26]([N+:23]([O-:25])=[O:24])=[CH:31][N:30]=[C:29]([O:32][C:33]3[CH:34]=[CH:35][CH:36]=[CH:37][CH:38]=3)[CH:28]=2)[CH2:3][CH2:4][C:5]([N:7]([CH:11]2[CH2:12][CH2:13][CH2:14][CH2:15][CH2:16]2)[CH2:8][CH2:9][OH:10])=[O:6])[CH2:18][CH2:19][CH2:20][CH2:21][CH2:22]1, predict the reactants needed to synthesize it. The reactants are: [NH2:1][CH:2]([CH:17]1[CH2:22][CH2:21][CH2:20][CH2:19][CH2:18]1)[CH2:3][CH2:4][C:5]([N:7]([CH:11]1[CH2:16][CH2:15][CH2:14][CH2:13][CH2:12]1)[CH2:8][CH2:9][OH:10])=[O:6].[N+:23]([C:26]1[C:27]([CH:39]=O)=[CH:28][C:29]([O:32][C:33]2[CH:38]=[CH:37][CH:36]=[CH:35][CH:34]=2)=[N:30][CH:31]=1)([O-:25])=[O:24].[BH-](OC(C)=O)(OC(C)=O)OC(C)=O.[Na+].[OH-].[Na+].